This data is from Reaction yield outcomes from USPTO patents with 853,638 reactions. The task is: Predict the reaction yield, written as a fraction of the theoretical maximum amount of product (1.0 means a 100% yield; for example, 0.34 means a 34% yield). (1) The reactants are [OH:1][C@@H:2]1[CH2:9][N:8]([C:10](=[O:22])[CH2:11][CH2:12][CH2:13][N:14]2[CH2:19][CH2:18][NH:17][C@@H:16]([CH3:20])[C:15]2=[O:21])[CH2:7][CH2:6][C:3]21[CH2:5][CH2:4]2.[N:23]([C:26]1[CH:31]=[CH:30][CH:29]=[C:28]([O:32][C:33]([F:36])([F:35])[F:34])[CH:27]=1)=[C:24]=[O:25]. No catalyst specified. The product is [F:34][C:33]([F:35])([F:36])[O:32][C:28]1[CH:27]=[C:26]([NH:23][C:24]([N:17]2[CH2:18][CH2:19][N:14]([CH2:13][CH2:12][CH2:11][C:10]([N:8]3[CH2:7][CH2:6][C:3]4([CH2:5][CH2:4]4)[C@H:2]([OH:1])[CH2:9]3)=[O:22])[C:15](=[O:21])[C@@H:16]2[CH3:20])=[O:25])[CH:31]=[CH:30][CH:29]=1. The yield is 0.700. (2) The reactants are [C:1]([C:5]1[CH:6]=[C:7]2[C:12](=[C:13]([F:15])[CH:14]=1)[C:11](=[O:16])[N:10]([C:17]1[CH:27]=[CH:26][CH:25]=[C:24]([C:28]3[CH:33]=[C:32]([NH:34][C:35]4[CH:40]=[CH:39][C:38]([CH2:41][N:42]5[CH2:45][CH:44]([O:46][CH3:47])[CH2:43]5)=[CH:37][N:36]=4)[C:31](=[O:48])[N:30]([CH3:49])[N:29]=3)[C:18]=1[CH2:19][O:20]C(=O)C)[N:9]=[CH:8]2)([CH3:4])([CH3:3])[CH3:2].[OH-].[Na+]. The catalyst is C1COCC1.O.C(OCC)(=O)C. The product is [C:1]([C:5]1[CH:6]=[C:7]2[C:12](=[C:13]([F:15])[CH:14]=1)[C:11](=[O:16])[N:10]([C:17]1[CH:27]=[CH:26][CH:25]=[C:24]([C:28]3[CH:33]=[C:32]([NH:34][C:35]4[CH:40]=[CH:39][C:38]([CH2:41][N:42]5[CH2:45][CH:44]([O:46][CH3:47])[CH2:43]5)=[CH:37][N:36]=4)[C:31](=[O:48])[N:30]([CH3:49])[N:29]=3)[C:18]=1[CH2:19][OH:20])[N:9]=[CH:8]2)([CH3:4])([CH3:2])[CH3:3]. The yield is 0.457. (3) The yield is 0.970. The reactants are C[O:2][C:3](=[O:12])[C:4]1[CH:9]=[CH:8][CH:7]=[C:6]([S:10][CH3:11])[CH:5]=1.[OH-].[Na+]. The catalyst is CO.C1COCC1. The product is [CH3:11][S:10][C:6]1[CH:5]=[C:4]([CH:9]=[CH:8][CH:7]=1)[C:3]([OH:12])=[O:2]. (4) The reactants are [F:1][C:2]1[CH:7]=[CH:6][CH:5]=[C:4]([F:8])[C:3]=1[N:9]1[C:14]2[N:15]=[C:16](S(C)=O)[N:17]=[C:18]([C:19]3[CH:20]=[C:21]([CH:28]=[CH:29][C:30]=3[CH3:31])[C:22]([NH:24][CH:25]([CH3:27])[CH3:26])=[O:23])[C:13]=2[CH2:12][NH:11][C:10]1=[O:35].[CH3:36][N:37]1[CH2:42][CH2:41][CH:40]([NH2:43])[CH2:39][CH2:38]1. The catalyst is C1COCC1. The product is [F:1][C:2]1[CH:7]=[CH:6][CH:5]=[C:4]([F:8])[C:3]=1[N:9]1[C:14]2[N:15]=[C:16]([NH:43][CH:40]3[CH2:41][CH2:42][N:37]([CH3:36])[CH2:38][CH2:39]3)[N:17]=[C:18]([C:19]3[CH:20]=[C:21]([CH:28]=[CH:29][C:30]=3[CH3:31])[C:22]([NH:24][CH:25]([CH3:27])[CH3:26])=[O:23])[C:13]=2[CH2:12][NH:11][C:10]1=[O:35]. The yield is 0.820. (5) The reactants are [N+:1]([C:4]1[CH:21]=[CH:20][C:7]([O:8][C:9]2[C:18]3[C:13](=[CH:14][C:15]([OH:19])=[CH:16][CH:17]=3)[N:12]=[CH:11][CH:10]=2)=[CH:6][CH:5]=1)([O-:3])=[O:2].[OH-].[Na+].[CH3:24][C:25]1([O:28][CH2:27]1)[CH3:26]. The catalyst is O. The product is [CH3:24][C:25]([OH:28])([CH3:27])[CH2:26][O:19][C:15]1[CH:14]=[C:13]2[C:18]([C:9]([O:8][C:7]3[CH:20]=[CH:21][C:4]([N+:1]([O-:3])=[O:2])=[CH:5][CH:6]=3)=[CH:10][CH:11]=[N:12]2)=[CH:17][CH:16]=1. The yield is 0.427. (6) The reactants are FC(F)(F)C(O)=O.[Cl:8][C:9]1[CH:10]=[C:11](/[CH:29]=[CH:30]/[C:31]([O:33]C(C)(C)C)=[O:32])[CH:12]=[CH:13][C:14]=1[C:15](=[C:23]1[CH2:28][CH2:27][CH2:26][CH2:25][CH2:24]1)[C:16]1[CH:21]=[CH:20][C:19]([OH:22])=[CH:18][CH:17]=1. The catalyst is C(Cl)Cl. The product is [Cl:8][C:9]1[CH:10]=[C:11](/[CH:29]=[CH:30]/[C:31]([OH:33])=[O:32])[CH:12]=[CH:13][C:14]=1[C:15](=[C:23]1[CH2:28][CH2:27][CH2:26][CH2:25][CH2:24]1)[C:16]1[CH:21]=[CH:20][C:19]([OH:22])=[CH:18][CH:17]=1. The yield is 0.860.